Predict the reactants needed to synthesize the given product. From a dataset of Full USPTO retrosynthesis dataset with 1.9M reactions from patents (1976-2016). Given the product [C:18]([O:12][C:10]([NH:1][CH2:2][CH2:3][N:4]([N:5]=[O:6])[CH2:7][CH2:8][NH:9][C:15](=[O:16])[O:17][C:18]([CH3:19])([CH3:20])[CH3:21])=[O:13])([CH3:21])([CH3:20])[CH3:19], predict the reactants needed to synthesize it. The reactants are: [NH2:1][CH2:2][CH2:3][N:4]([CH2:7][CH2:8][NH2:9])[N:5]=[O:6].[C:10]([O-:13])([OH:12])=O.[Na+].[C:15](O[C:15]([O:17][C:18]([CH3:21])([CH3:20])[CH3:19])=[O:16])([O:17][C:18]([CH3:21])([CH3:20])[CH3:19])=[O:16].